From a dataset of Catalyst prediction with 721,799 reactions and 888 catalyst types from USPTO. Predict which catalyst facilitates the given reaction. (1) Reactant: [Cl:1][C:2]1[CH:7]=[CH:6][C:5]([C:8]2[C:12]3[C:13]([CH3:18])=[N:14][C:15]([CH3:17])=[CH:16][C:11]=3[NH:10][N:9]=2)=[CH:4][CH:3]=1.[H-].[Na+].[CH3:21][C:22]1[C:23]([N:28]([CH2:51][O:52][CH2:53][CH2:54][O:55][CH3:56])[S:29]([C:32]2[S:33][C:34]([CH3:50])=[CH:35][C:36]=2[C:37]2[CH:48]=[CH:47][C:40]([CH2:41]OS(C)(=O)=O)=[CH:39][C:38]=2[CH3:49])(=[O:31])=[O:30])=[N:24][O:25][C:26]=1[CH3:27].O. Product: [CH3:21][C:22]1[C:23]([N:28]([CH2:51][O:52][CH2:53][CH2:54][O:55][CH3:56])[S:29]([C:32]2[S:33][C:34]([CH3:50])=[CH:35][C:36]=2[C:37]2[CH:48]=[CH:47][C:40]([CH2:41][N:10]3[C:11]4[CH:16]=[C:15]([CH3:17])[N:14]=[C:13]([CH3:18])[C:12]=4[C:8]([C:5]4[CH:4]=[CH:3][C:2]([Cl:1])=[CH:7][CH:6]=4)=[N:9]3)=[CH:39][C:38]=2[CH3:49])(=[O:31])=[O:30])=[N:24][O:25][C:26]=1[CH3:27]. The catalyst class is: 42. (2) Reactant: [C:1]([C:3]1[C:20]([CH3:21])=[CH:19][C:6]2[CH2:7][CH2:8][N:9]([C:12]([O:14][C:15]([CH3:18])([CH3:17])[CH3:16])=[O:13])[CH2:10][CH2:11][C:5]=2[CH:4]=1)#[N:2].Cl.[NH2:23][OH:24].C(=O)([O-])O.[Na+]. Product: [OH:24][NH:23][C:1](=[NH:2])[C:3]1[C:20]([CH3:21])=[CH:19][C:6]2[CH2:7][CH2:8][N:9]([C:12]([O:14][C:15]([CH3:17])([CH3:18])[CH3:16])=[O:13])[CH2:10][CH2:11][C:5]=2[CH:4]=1. The catalyst class is: 8. (3) The catalyst class is: 4. Reactant: [C:1](Cl)(=O)[C:2]([Cl:4])=[O:3].[CH:7]1[CH:8]=[C:9]([CH2:12][NH:13][C:14]2C(C(O)=O)=[CH:18][C:17]([S:23]([NH2:26])(=[O:25])=[O:24])=[C:16]([Cl:27])[CH:15]=2)[O:10][CH:11]=1. Product: [NH2:26][S:23]([C:17]1[C:16]([Cl:27])=[CH:15][C:14]([NH:13][CH2:12][C:9]2[O:10][CH:11]=[CH:7][CH:8]=2)=[C:1]([CH:18]=1)[C:2]([Cl:4])=[O:3])(=[O:24])=[O:25].